This data is from Forward reaction prediction with 1.9M reactions from USPTO patents (1976-2016). The task is: Predict the product of the given reaction. (1) Given the reactants [N:1]1([C:6]2[CH:30]=[CH:29][C:9]([O:10][CH2:11][CH2:12][C@@H:13]3[CH2:15][C@@H:14]3[CH:16]3[CH2:21][CH2:20][N:19]([C:22]([O:24][CH2:25][CH:26](C)[CH3:27])=[O:23])[CH2:18][CH2:17]3)=[CH:8][CH:7]=2)[CH:5]=[N:4][N:3]=[N:2]1.[CH2:31](N(CC)CC)C.C(=O)(OC1(C)CC1)ON1C(=O)CCC1=O, predict the reaction product. The product is: [N:1]1([C:6]2[CH:30]=[CH:29][C:9]([O:10][CH2:11][CH2:12][C@@H:13]3[CH2:15][C@@H:14]3[CH:16]3[CH2:21][CH2:20][N:19]([C:22]([O:24][C:25]4([CH3:31])[CH2:26][CH2:27]4)=[O:23])[CH2:18][CH2:17]3)=[CH:8][CH:7]=2)[CH:5]=[N:4][N:3]=[N:2]1. (2) Given the reactants C([Li])CCC.[CH:6]([NH:9]C(C)C)(C)[CH3:7].[CH3:13][O:14][C:15](=[O:26])[CH2:16][C:17]1[C:22]([F:23])=[CH:21][CH:20]=[C:19]([Cl:24])[C:18]=1[F:25].ICC#N.[Cl-].[NH4+], predict the reaction product. The product is: [CH3:13][O:14][C:15](=[O:26])[CH:16]([C:17]1[C:22]([F:23])=[CH:21][CH:20]=[C:19]([Cl:24])[C:18]=1[F:25])[CH2:7][C:6]#[N:9]. (3) The product is: [I:16][C:17]1[CH:22]=[CH:21][C:20]([O:23][CH2:2][CH2:3][CH2:4][CH2:5][CH2:6][CH2:7][CH2:8][CH2:9][CH2:10][CH2:11][C:12]([O:14][CH3:15])=[O:13])=[CH:19][CH:18]=1. Given the reactants Br[CH2:2][CH2:3][CH2:4][CH2:5][CH2:6][CH2:7][CH2:8][CH2:9][CH2:10][CH2:11][C:12]([O:14][CH3:15])=[O:13].[I:16][C:17]1[CH:22]=[CH:21][C:20]([OH:23])=[CH:19][CH:18]=1.C(=O)([O-])[O-].[K+].[K+], predict the reaction product. (4) Given the reactants [Cl:1][C:2]1[CH:3]=[C:4]2[C:8](=[CH:9][CH:10]=1)[NH:7][C:6](=[O:11])[C:5]2([C:27]1[CH:32]=[CH:31][CH:30]=[CH:29][C:28]=1[O:33][CH3:34])[CH2:12][C:13](=[O:26])[N:14]1[CH2:19][CH2:18][N:17]([C:20]2[CH:25]=[CH:24][N:23]=[CH:22][CH:21]=2)[CH2:16][CH2:15]1.[CH3:35][O:36][C:37]1[CH:42]=[CH:41][C:40]([S:43](Cl)(=[O:45])=[O:44])=[C:39]([O:47][C:48]([F:51])([F:50])[F:49])[CH:38]=1, predict the reaction product. The product is: [ClH:1].[Cl:1][C:2]1[CH:3]=[C:4]2[C:8](=[CH:9][CH:10]=1)[N:7]([S:43]([C:40]1[CH:41]=[CH:42][C:37]([O:36][CH3:35])=[CH:38][C:39]=1[O:47][C:48]([F:49])([F:50])[F:51])(=[O:45])=[O:44])[C:6](=[O:11])[C:5]2([C:27]1[CH:32]=[CH:31][CH:30]=[CH:29][C:28]=1[O:33][CH3:34])[CH2:12][C:13](=[O:26])[N:14]1[CH2:19][CH2:18][N:17]([C:20]2[CH:21]=[CH:22][N:23]=[CH:24][CH:25]=2)[CH2:16][CH2:15]1. (5) The product is: [C:25]1([S:31]([N:19]2[CH2:20][CH2:21][CH2:22][N:16]([CH2:15][C:14]3[CH:23]=[CH:24][C:11]([O:10][CH2:9][CH2:8][CH2:7][N:1]4[CH2:2][CH2:3][CH2:4][CH2:5][CH2:6]4)=[CH:12][CH:13]=3)[CH2:17][CH2:18]2)(=[O:33])=[O:32])[CH:30]=[CH:29][CH:28]=[CH:27][CH:26]=1. Given the reactants [N:1]1([CH2:7][CH2:8][CH2:9][O:10][C:11]2[CH:24]=[CH:23][C:14]([CH2:15][N:16]3[CH2:22][CH2:21][CH2:20][NH:19][CH2:18][CH2:17]3)=[CH:13][CH:12]=2)[CH2:6][CH2:5][CH2:4][CH2:3][CH2:2]1.[C:25]1([S:31](Cl)(=[O:33])=[O:32])[CH:30]=[CH:29][CH:28]=[CH:27][CH:26]=1, predict the reaction product.